From a dataset of Forward reaction prediction with 1.9M reactions from USPTO patents (1976-2016). Predict the product of the given reaction. (1) The product is: [Si:1]([O:8][CH2:9][C:10]1[N:11]([CH3:24])[C:12]2[C:17]([CH:18]=1)=[CH:16][C:15]1[C:19](=[N:30][CH2:29][C:28]3[CH:31]=[CH:32][C:33]([O:35][CH3:36])=[CH:34][C:27]=3[O:26][CH3:25])[CH2:20][CH2:21][CH2:22][C:14]=1[CH:13]=2)([C:4]([CH3:5])([CH3:7])[CH3:6])([CH3:2])[CH3:3]. Given the reactants [Si:1]([O:8][CH2:9][C:10]1[N:11]([CH3:24])[C:12]2[C:17]([CH:18]=1)=[CH:16][C:15]1[C:19](=O)[CH2:20][CH2:21][CH2:22][C:14]=1[CH:13]=2)([C:4]([CH3:7])([CH3:6])[CH3:5])([CH3:3])[CH3:2].[CH3:25][O:26][C:27]1[CH:34]=[C:33]([O:35][CH3:36])[CH:32]=[CH:31][C:28]=1[CH2:29][NH2:30].CCN(CC)CC, predict the reaction product. (2) Given the reactants Cl[C:2]1[CH:11]=[N:10][C:9]2[C:4](=[CH:5][CH:6]=[CH:7][CH:8]=2)[N:3]=1.[CH3:12][CH2:13][Mg+].[Br-].Cl.O, predict the reaction product. The product is: [CH2:12]([C:2]1[CH:11]=[N:10][C:9]2[C:4](=[CH:5][CH:6]=[CH:7][CH:8]=2)[N:3]=1)[CH3:13]. (3) Given the reactants C(O[C:6]([N:8](C)[C:9]1[CH:10]=[C:11]2[C:17]([C:18]3[CH:27]=[CH:26][C:21]([C:22]([O:24][CH3:25])=[O:23])=[CH:20][C:19]=3[F:28])=[CH:16][N:15]([C:29](=[O:41])[C:30]3[C:35]([C:36]([F:39])([F:38])[F:37])=[CH:34][CH:33]=[CH:32][C:31]=3[Cl:40])[C:12]2=[CH:13][N:14]=1)=O)(C)(C)C.C(O)(C(F)(F)F)=O, predict the reaction product. The product is: [Cl:40][C:31]1[CH:32]=[CH:33][CH:34]=[C:35]([C:36]([F:38])([F:37])[F:39])[C:30]=1[C:29]([N:15]1[C:12]2=[CH:13][N:14]=[C:9]([NH:8][CH3:6])[CH:10]=[C:11]2[C:17]([C:18]2[CH:27]=[CH:26][C:21]([C:22]([O:24][CH3:25])=[O:23])=[CH:20][C:19]=2[F:28])=[CH:16]1)=[O:41]. (4) Given the reactants [CH2:1]([Mg]Cl)[CH2:2][CH2:3][CH2:4][CH2:5][CH2:6][CH2:7][CH2:8][CH2:9][CH2:10][CH2:11][CH2:12][CH2:13][CH2:14][CH2:15][CH2:16][CH2:17][CH3:18].Cl[Si:22]([Cl:27])([CH:25]=[CH2:26])C=C.[CH3:28][CH2:29]CCCC, predict the reaction product. The product is: [Cl:27][SiH2:22][CH2:25][CH2:26][CH2:1][CH2:2][CH2:3][CH2:4][CH2:5][CH2:6][CH2:7][CH2:8][CH2:9][CH2:10][CH2:11][CH2:12][CH2:13][CH2:14][CH2:15][CH:16]([CH:28]=[CH2:29])[CH:17]=[CH2:18]. (5) Given the reactants [Cl:1][C:2]1[C:29]([Cl:30])=[CH:28][CH:27]=[CH:26][C:3]=1[CH2:4][N:5]1[C:10](=[O:11])[C:9]([C:12]([O:14]CC)=[O:13])=[CH:8][N:7]([C:17]2[CH:22]=[CH:21][C:20]([O:23][CH3:24])=[CH:19][CH:18]=2)[C:6]1=[O:25], predict the reaction product. The product is: [Cl:1][C:2]1[C:29]([Cl:30])=[CH:28][CH:27]=[CH:26][C:3]=1[CH2:4][N:5]1[C:10](=[O:11])[C:9]([C:12]([OH:14])=[O:13])=[CH:8][N:7]([C:17]2[CH:22]=[CH:21][C:20]([O:23][CH3:24])=[CH:19][CH:18]=2)[C:6]1=[O:25]. (6) Given the reactants C([NH:8][CH:9]1[CH2:14][CH2:13][CH:12]([OH:15])[CH2:11][CH2:10]1)(OC(C)(C)C)=O.[H-].[Na+].[CH2:18](I)[CH3:19].C(OCC)C, predict the reaction product. The product is: [CH2:18]([O:15][CH:12]1[CH2:11][CH2:10][CH:9]([NH2:8])[CH2:14][CH2:13]1)[CH3:19].